This data is from Forward reaction prediction with 1.9M reactions from USPTO patents (1976-2016). The task is: Predict the product of the given reaction. Given the reactants [Si:1]([O:8][CH2:9][C@H:10]1[O:18][C@H:17]2[C@H:13]([N:14]=[C:15]([N:19]([CH3:27])[C:20](=[O:26])[O:21][C:22]([CH3:25])([CH3:24])[CH3:23])[S:16]2)[C@@H:12]([F:28])[C:11]1=[O:29])([C:4]([CH3:7])([CH3:6])[CH3:5])([CH3:3])[CH3:2].[BH4-].[Na+].C(=O)=O, predict the reaction product. The product is: [Si:1]([O:8][CH2:9][C@H:10]1[O:18][C@H:17]2[C@H:13]([N:14]=[C:15]([N:19]([CH3:27])[C:20](=[O:26])[O:21][C:22]([CH3:24])([CH3:23])[CH3:25])[S:16]2)[C@@H:12]([F:28])[C@H:11]1[OH:29])([C:4]([CH3:7])([CH3:5])[CH3:6])([CH3:3])[CH3:2].